Dataset: NCI-60 drug combinations with 297,098 pairs across 59 cell lines. Task: Regression. Given two drug SMILES strings and cell line genomic features, predict the synergy score measuring deviation from expected non-interaction effect. (1) Drug 1: C1=CC(=CC=C1CC(C(=O)O)N)N(CCCl)CCCl.Cl. Drug 2: C1=CC(=CC=C1CCCC(=O)O)N(CCCl)CCCl. Cell line: A549. Synergy scores: CSS=41.1, Synergy_ZIP=-6.65, Synergy_Bliss=3.29, Synergy_Loewe=3.15, Synergy_HSA=4.42. (2) Synergy scores: CSS=28.7, Synergy_ZIP=-2.53, Synergy_Bliss=-2.27, Synergy_Loewe=-19.5, Synergy_HSA=-1.73. Cell line: A549. Drug 1: C1=NC2=C(N1)C(=S)N=C(N2)N. Drug 2: C1CC(=O)NC(=O)C1N2C(=O)C3=CC=CC=C3C2=O. (3) Drug 1: C1CCC(C1)C(CC#N)N2C=C(C=N2)C3=C4C=CNC4=NC=N3. Drug 2: C(CCl)NC(=O)N(CCCl)N=O. Cell line: HCC-2998. Synergy scores: CSS=-4.62, Synergy_ZIP=2.55, Synergy_Bliss=-0.780, Synergy_Loewe=-7.80, Synergy_HSA=-6.72. (4) Drug 1: COC1=C(C=C2C(=C1)N=CN=C2NC3=CC(=C(C=C3)F)Cl)OCCCN4CCOCC4. Drug 2: C1=C(C(=O)NC(=O)N1)F. Cell line: SNB-75. Synergy scores: CSS=38.9, Synergy_ZIP=-3.33, Synergy_Bliss=-0.0117, Synergy_Loewe=4.26, Synergy_HSA=6.07. (5) Drug 1: CCC1(CC2CC(C3=C(CCN(C2)C1)C4=CC=CC=C4N3)(C5=C(C=C6C(=C5)C78CCN9C7C(C=CC9)(C(C(C8N6C)(C(=O)OC)O)OC(=O)C)CC)OC)C(=O)OC)O.OS(=O)(=O)O. Drug 2: CCCCC(=O)OCC(=O)C1(CC(C2=C(C1)C(=C3C(=C2O)C(=O)C4=C(C3=O)C=CC=C4OC)O)OC5CC(C(C(O5)C)O)NC(=O)C(F)(F)F)O. Cell line: HOP-92. Synergy scores: CSS=33.9, Synergy_ZIP=2.18, Synergy_Bliss=1.59, Synergy_Loewe=-1.06, Synergy_HSA=0.0545.